Dataset: Full USPTO retrosynthesis dataset with 1.9M reactions from patents (1976-2016). Task: Predict the reactants needed to synthesize the given product. (1) Given the product [C:1]([NH:4][C:5]([CH2:16][CH2:17][C:18]1[CH:23]=[CH:22][C:21]([S:24][C:25]2[CH:30]=[CH:29][C:28]([C:31](=[O:34])[CH2:32][O:40][C:35](=[O:39])[CH:36]([CH3:38])[CH3:37])=[CH:27][CH:26]=2)=[CH:20][CH:19]=1)([C:11]([O:13][CH2:14][CH3:15])=[O:12])[C:6]([O:8][CH2:9][CH3:10])=[O:7])(=[O:3])[CH3:2], predict the reactants needed to synthesize it. The reactants are: [C:1]([NH:4][C:5]([CH2:16][CH2:17][C:18]1[CH:23]=[CH:22][C:21]([S:24][C:25]2[CH:30]=[CH:29][C:28]([C:31](=[O:34])[CH2:32]Cl)=[CH:27][CH:26]=2)=[CH:20][CH:19]=1)([C:11]([O:13][CH2:14][CH3:15])=[O:12])[C:6]([O:8][CH2:9][CH3:10])=[O:7])(=[O:3])[CH3:2].[C:35]([OH:40])(=[O:39])[CH:36]([CH3:38])[CH3:37].CCN(CC)CC. (2) Given the product [ClH:26].[C:11]([N:14]1[CH2:19][CH2:18][N:17]([C:8](=[O:10])[CH2:7][C:2]2[CH:3]=[CH:4][CH:5]=[CH:6][N:1]=2)[CH:16]([CH2:20][N:21]2[CH2:25][CH2:24][CH2:23][CH2:22]2)[CH2:15]1)(=[O:13])[CH3:12], predict the reactants needed to synthesize it. The reactants are: [N:1]1[CH:6]=[CH:5][CH:4]=[CH:3][C:2]=1[CH2:7][C:8]([OH:10])=O.[C:11]([N:14]1[CH2:19][CH2:18][NH:17][CH:16]([CH2:20][N:21]2[CH2:25][CH2:24][CH2:23][CH2:22]2)[CH2:15]1)(=[O:13])[CH3:12].[ClH:26]. (3) Given the product [F:2][C:3]1[CH:8]=[CH:7][CH:6]=[C:5]([CH2:9][CH2:10][CH3:11])[CH:4]=1, predict the reactants needed to synthesize it. The reactants are: [Mg].[F:2][C:3]1[CH:8]=[CH:7][CH:6]=[C:5]([CH2:9][CH2:10][CH3:11])[CH:4]=1.BrC1C=CC=C(F)C=1.[Mg].II.C(=O)CC.C1(C)C=CC(S(O)(=O)=O)=CC=1.